This data is from Reaction yield outcomes from USPTO patents with 853,638 reactions. The task is: Predict the reaction yield, written as a fraction of the theoretical maximum amount of product (1.0 means a 100% yield; for example, 0.34 means a 34% yield). (1) The reactants are [CH:1]([N:4]1[C:8]([C:9]2[N:10]=[C:11]3[C:17]4[CH:18]=[CH:19][C:20](B5OC(C)(C)C(C)(C)O5)=[CH:21][C:16]=4[O:15][CH2:14][CH2:13][N:12]3[CH:31]=2)=[N:7][CH:6]=[N:5]1)([CH3:3])[CH3:2].Br[C:33]1[N:34]=[C:35]([CH2:39][C:40]([CH3:43])([OH:42])[CH3:41])[N:36]([CH3:38])[CH:37]=1.[F-].[Cs+].O. The catalyst is CN(C=O)C.[Cu]I.C1C=CC([P]([Pd]([P](C2C=CC=CC=2)(C2C=CC=CC=2)C2C=CC=CC=2)([P](C2C=CC=CC=2)(C2C=CC=CC=2)C2C=CC=CC=2)[P](C2C=CC=CC=2)(C2C=CC=CC=2)C2C=CC=CC=2)(C2C=CC=CC=2)C2C=CC=CC=2)=CC=1. The product is [CH:1]([N:4]1[C:8]([C:9]2[N:10]=[C:11]3[C:17]4[CH:18]=[CH:19][C:20]([C:33]5[N:34]=[C:35]([CH2:39][C:40]([CH3:43])([OH:42])[CH3:41])[N:36]([CH3:38])[CH:37]=5)=[CH:21][C:16]=4[O:15][CH2:14][CH2:13][N:12]3[CH:31]=2)=[N:7][CH:6]=[N:5]1)([CH3:3])[CH3:2]. The yield is 0.160. (2) The reactants are [F:1][C:2]1[CH:7]=[C:6]([N+:8]([O-:10])=[O:9])[CH:5]=[CH:4][C:3]=1[C:11](C(OC)=O)([C:18]([O:20][CH3:21])=[O:19])[CH2:12][CH2:13][C:14]([O:16][CH3:17])=[O:15].[Cl-].[Na+].O. The catalyst is CS(C)=O. The product is [F:1][C:2]1[CH:7]=[C:6]([N+:8]([O-:10])=[O:9])[CH:5]=[CH:4][C:3]=1[CH2:11][CH2:12][CH2:13][C:14]([O:16][CH3:17])=[O:15].[F:1][C:2]1[CH:7]=[C:6]([N+:8]([O-:10])=[O:9])[CH:5]=[CH:4][C:3]=1[CH:11]([CH2:12][CH2:13][C:14]([O:16][CH3:17])=[O:15])[C:18]([O:20][CH3:21])=[O:19]. The yield is 0.450.